Dataset: Forward reaction prediction with 1.9M reactions from USPTO patents (1976-2016). Task: Predict the product of the given reaction. Given the reactants [CH2:1]([CH:3]([CH2:18][CH2:19][CH2:20][CH3:21])[CH2:4][O:5][P:6]([O-:17])([O:8][CH2:9][CH:10]([CH2:15][CH3:16])[CH2:11][CH2:12][CH2:13][CH3:14])=[O:7])[CH3:2].[Br-].[CH2:23]([NH3+:37])[CH2:24][CH2:25][CH2:26][CH2:27][CH2:28][CH2:29][CH2:30][CH2:31][CH2:32][CH2:33][CH2:34][CH2:35][CH3:36].[OH-].[Na+], predict the reaction product. The product is: [CH2:1]([CH:3]([CH2:18][CH2:19][CH2:20][CH3:21])[CH2:4][O:5][P:6]([O-:17])([O:8][CH2:9][CH:10]([CH2:15][CH3:16])[CH2:11][CH2:12][CH2:13][CH3:14])=[O:7])[CH3:2].[CH2:23]([NH3+:37])[CH2:24][CH2:25][CH2:26][CH2:27][CH2:28][CH2:29][CH2:30][CH2:31][CH2:32][CH2:33][CH2:34][CH2:35][CH3:36].